Dataset: Reaction yield outcomes from USPTO patents with 853,638 reactions. Task: Predict the reaction yield, written as a fraction of the theoretical maximum amount of product (1.0 means a 100% yield; for example, 0.34 means a 34% yield). The reactants are [Si:1]([O:18][CH2:19][CH2:20][O:21][C:22]1[CH:27]=[CH:26][C:25]([CH2:28][CH2:29][CH2:30][OH:31])=[C:24]([O:32][C:33]2[C:38]([Cl:39])=[CH:37][C:36]([C:40]([F:43])([F:42])[F:41])=[CH:35][N:34]=2)[CH:23]=1)([C:14]([CH3:17])([CH3:16])[CH3:15])([C:8]1[CH:13]=[CH:12][CH:11]=[CH:10][CH:9]=1)[C:2]1[CH:7]=[CH:6][CH:5]=[CH:4][CH:3]=1.Cl[S:45]([N:48]=[C:49]=[O:50])(=[O:47])=[O:46].[NH2:51][CH2:52][CH2:53][O:54][CH:55]([CH3:57])[CH3:56].Cl. The catalyst is C(#N)C.N1C=CC=CC=1. The product is [CH:55]([O:54][CH2:53][CH2:52][NH:51][S:45]([NH:48][C:49](=[O:50])[O:31][CH2:30][CH2:29][CH2:28][C:25]1[CH:26]=[CH:27][C:22]([O:21][CH2:20][CH2:19][O:18][Si:1]([C:14]([CH3:15])([CH3:16])[CH3:17])([C:8]2[CH:13]=[CH:12][CH:11]=[CH:10][CH:9]=2)[C:2]2[CH:3]=[CH:4][CH:5]=[CH:6][CH:7]=2)=[CH:23][C:24]=1[O:32][C:33]1[C:38]([Cl:39])=[CH:37][C:36]([C:40]([F:43])([F:42])[F:41])=[CH:35][N:34]=1)(=[O:47])=[O:46])([CH3:57])[CH3:56]. The yield is 0.660.